From a dataset of NCI-60 drug combinations with 297,098 pairs across 59 cell lines. Regression. Given two drug SMILES strings and cell line genomic features, predict the synergy score measuring deviation from expected non-interaction effect. (1) Drug 1: C1=CC(=CC=C1CCC2=CNC3=C2C(=O)NC(=N3)N)C(=O)NC(CCC(=O)O)C(=O)O. Drug 2: C1=CC=C(C(=C1)C(C2=CC=C(C=C2)Cl)C(Cl)Cl)Cl. Cell line: 786-0. Synergy scores: CSS=15.6, Synergy_ZIP=-2.26, Synergy_Bliss=-4.83, Synergy_Loewe=-19.8, Synergy_HSA=-4.57. (2) Drug 1: CNC(=O)C1=CC=CC=C1SC2=CC3=C(C=C2)C(=NN3)C=CC4=CC=CC=N4. Drug 2: C(CC(=O)O)C(=O)CN.Cl. Cell line: OVCAR-4. Synergy scores: CSS=4.77, Synergy_ZIP=-3.16, Synergy_Bliss=-1.48, Synergy_Loewe=-2.43, Synergy_HSA=-1.93. (3) Drug 1: CC1=C2C(C(=O)C3(C(CC4C(C3C(C(C2(C)C)(CC1OC(=O)C(C(C5=CC=CC=C5)NC(=O)OC(C)(C)C)O)O)OC(=O)C6=CC=CC=C6)(CO4)OC(=O)C)O)C)O. Drug 2: CC(C)NC(=O)C1=CC=C(C=C1)CNNC.Cl. Cell line: NCI-H522. Synergy scores: CSS=0.876, Synergy_ZIP=11.0, Synergy_Bliss=12.1, Synergy_Loewe=-2.07, Synergy_HSA=10.4. (4) Drug 1: C1CCN(CC1)CCOC2=CC=C(C=C2)C(=O)C3=C(SC4=C3C=CC(=C4)O)C5=CC=C(C=C5)O. Drug 2: C1=NC2=C(N1)C(=S)N=C(N2)N. Cell line: SNB-75. Synergy scores: CSS=13.9, Synergy_ZIP=-4.14, Synergy_Bliss=-0.0342, Synergy_Loewe=-0.738, Synergy_HSA=-0.575. (5) Drug 1: CN1C(=O)N2C=NC(=C2N=N1)C(=O)N. Drug 2: C1CN1C2=NC(=NC(=N2)N3CC3)N4CC4. Cell line: COLO 205. Synergy scores: CSS=24.4, Synergy_ZIP=1.83, Synergy_Bliss=0.100, Synergy_Loewe=-15.0, Synergy_HSA=-0.638. (6) Drug 1: CC(C)(C#N)C1=CC(=CC(=C1)CN2C=NC=N2)C(C)(C)C#N. Drug 2: CC(C)CN1C=NC2=C1C3=CC=CC=C3N=C2N. Cell line: CAKI-1. Synergy scores: CSS=-6.46, Synergy_ZIP=1.82, Synergy_Bliss=-0.598, Synergy_Loewe=-6.25, Synergy_HSA=-6.17.